Dataset: NCI-60 drug combinations with 297,098 pairs across 59 cell lines. Task: Regression. Given two drug SMILES strings and cell line genomic features, predict the synergy score measuring deviation from expected non-interaction effect. (1) Drug 1: CC(CN1CC(=O)NC(=O)C1)N2CC(=O)NC(=O)C2. Drug 2: CC1C(C(=O)NC(C(=O)N2CCCC2C(=O)N(CC(=O)N(C(C(=O)O1)C(C)C)C)C)C(C)C)NC(=O)C3=C4C(=C(C=C3)C)OC5=C(C(=O)C(=C(C5=N4)C(=O)NC6C(OC(=O)C(N(C(=O)CN(C(=O)C7CCCN7C(=O)C(NC6=O)C(C)C)C)C)C(C)C)C)N)C. Cell line: DU-145. Synergy scores: CSS=6.71, Synergy_ZIP=-6.34, Synergy_Bliss=2.05, Synergy_Loewe=1.94, Synergy_HSA=1.65. (2) Drug 1: CC(C1=C(C=CC(=C1Cl)F)Cl)OC2=C(N=CC(=C2)C3=CN(N=C3)C4CCNCC4)N. Drug 2: CC1=C(C=C(C=C1)NC(=O)C2=CC=C(C=C2)CN3CCN(CC3)C)NC4=NC=CC(=N4)C5=CN=CC=C5. Cell line: SF-268. Synergy scores: CSS=8.05, Synergy_ZIP=1.24, Synergy_Bliss=6.09, Synergy_Loewe=-0.310, Synergy_HSA=2.20. (3) Drug 1: CC1=C2C(C(=O)C3(C(CC4C(C3C(C(C2(C)C)(CC1OC(=O)C(C(C5=CC=CC=C5)NC(=O)OC(C)(C)C)O)O)OC(=O)C6=CC=CC=C6)(CO4)OC(=O)C)OC)C)OC. Drug 2: C1=NC(=NC(=O)N1C2C(C(C(O2)CO)O)O)N. Cell line: HCT-15. Synergy scores: CSS=79.8, Synergy_ZIP=30.9, Synergy_Bliss=31.2, Synergy_Loewe=9.01, Synergy_HSA=30.7. (4) Drug 1: CC(C1=C(C=CC(=C1Cl)F)Cl)OC2=C(N=CC(=C2)C3=CN(N=C3)C4CCNCC4)N. Drug 2: C1=NC2=C(N=C(N=C2N1C3C(C(C(O3)CO)O)O)F)N. Cell line: K-562. Synergy scores: CSS=40.4, Synergy_ZIP=0.817, Synergy_Bliss=-3.61, Synergy_Loewe=-13.6, Synergy_HSA=-3.61.